Dataset: HIV replication inhibition screening data with 41,000+ compounds from the AIDS Antiviral Screen. Task: Binary Classification. Given a drug SMILES string, predict its activity (active/inactive) in a high-throughput screening assay against a specified biological target. (1) The compound is Cc1ccc2c(c1)[n+]([O-])c(N)n[n+]2[O-]. The result is 0 (inactive). (2) The compound is O=C1OC(C(Cl)(Cl)Cl)N2CCCC12. The result is 0 (inactive). (3) The drug is O=C1NC2(CCCC2)C(=O)N2CCCC12. The result is 0 (inactive).